Dataset: Full USPTO retrosynthesis dataset with 1.9M reactions from patents (1976-2016). Task: Predict the reactants needed to synthesize the given product. (1) Given the product [CH3:1][O:2][C:3](=[O:35])[CH2:4][C:5]1[CH:10]=[CH:9][C:8]([O:11][CH3:12])=[C:7]([O:13][C:14]2[CH:19]=[CH:18][C:17]([S:37]([CH3:36])(=[O:39])=[O:38])=[CH:16][C:15]=2[CH2:21][N:22]2[C@@H:26]([CH3:27])[C@@H:25]([C:28]3[CH:33]=[CH:32][CH:31]=[CH:30][CH:29]=3)[O:24][C:23]2=[O:34])[CH:6]=1, predict the reactants needed to synthesize it. The reactants are: [CH3:1][O:2][C:3](=[O:35])[CH2:4][C:5]1[CH:10]=[CH:9][C:8]([O:11][CH3:12])=[C:7]([O:13][C:14]2[CH:19]=[CH:18][C:17](Br)=[CH:16][C:15]=2[CH2:21][N:22]2[C@@H:26]([CH3:27])[C@@H:25]([C:28]3[CH:33]=[CH:32][CH:31]=[CH:30][CH:29]=3)[O:24][C:23]2=[O:34])[CH:6]=1.[CH3:36][S:37]([O-:39])=[O:38].[Na+]. (2) Given the product [CH3:6][NH:8][C@H:9]([C:10]([NH:35][C@@H:32]1[C@@H:30]2[C@@H:29]([CH2:28][N:27]([C:24]3[CH:23]=[CH:22][C:21]([C:20]([F:19])([F:36])[F:37])=[CH:26][CH:25]=3)[CH2:31]2)[CH2:34][CH2:33]1)=[O:11])[CH2:13][CH2:14][CH3:15], predict the reactants needed to synthesize it. The reactants are: C(O[C:6]([N:8](C)[C@@H:9]([CH2:13][C:14](C)(C)[CH3:15])[C:10](O)=[O:11])=O)(C)(C)C.[F:19][C:20]([F:37])([F:36])[C:21]1[CH:26]=[CH:25][C:24]([N:27]2[CH2:31][C@@H:30]3[C@@H:32]([NH2:35])[CH2:33][CH2:34][C@@H:29]3[CH2:28]2)=[CH:23][CH:22]=1.FC(F)(F)C1N=C(N2C[C@@H]3[C@@H](N)CC[C@@H]3C2)C=CC=1. (3) The reactants are: [NH:1]1[CH:5]=[CH:4][CH:3]=[CH:2]1.[OH-].[Na+].[C:8]1([CH3:18])[CH:13]=[CH:12][C:11]([S:14](Cl)(=[O:16])=[O:15])=[CH:10][CH:9]=1. Given the product [C:8]1([CH3:18])[CH:13]=[CH:12][C:11]([S:14]([N:1]2[CH:5]=[CH:4][CH:3]=[CH:2]2)(=[O:16])=[O:15])=[CH:10][CH:9]=1, predict the reactants needed to synthesize it. (4) Given the product [C:10]([O:14][C:15]([N:17]1[CH2:21][CH2:20][C:19]([C:23]2[CH:24]=[N:25][CH:26]=[C:27]([Br:29])[CH:28]=2)([F:7])[CH2:18]1)=[O:16])([CH3:13])([CH3:12])[CH3:11], predict the reactants needed to synthesize it. The reactants are: CCN(S(F)(F)[F:7])CC.[C:10]([O:14][C:15]([N:17]1[CH2:21][CH2:20][C:19]([C:23]2[CH:24]=[N:25][CH:26]=[C:27]([Br:29])[CH:28]=2)(O)[CH2:18]1)=[O:16])([CH3:13])([CH3:12])[CH3:11].C([O-])(O)=O.[Na+]. (5) Given the product [CH2:20]([O:19][C:18]1[CH:17]=[CH:16][C:15]([CH2:27][C@H:28]([N:31]([CH2:32][C@H:33]([OH:42])[CH2:34][O:35][C:36]2[CH:41]=[CH:40][CH:39]=[CH:38][CH:37]=2)[CH2:43][C:44]2[CH:45]=[CH:46][CH:47]=[CH:48][CH:49]=2)[CH2:29][OH:30])=[CH:14][C:13]=1[NH:12][S:8]([C:5]1[CH:6]=[CH:7][CH:2]=[CH:3][CH:4]=1)(=[O:10])=[O:9])[C:21]1[CH:22]=[CH:23][CH:24]=[CH:25][CH:26]=1, predict the reactants needed to synthesize it. The reactants are: Cl[C:2]1[CH:7]=[CH:6][C:5]([S:8](Cl)(=[O:10])=[O:9])=[CH:4][CH:3]=1.[NH2:12][C:13]1[CH:14]=[C:15]([CH2:27][C@H:28]([N:31]([CH2:43][C:44]2[CH:49]=[CH:48][CH:47]=[CH:46][CH:45]=2)[CH2:32][C@H:33]([OH:42])[CH2:34][O:35][C:36]2[CH:41]=[CH:40][CH:39]=[CH:38][CH:37]=2)[CH2:29][OH:30])[CH:16]=[CH:17][C:18]=1[O:19][CH2:20][C:21]1[CH:26]=[CH:25][CH:24]=[CH:23][CH:22]=1.N1C=CC=CC=1.C(=O)(O)[O-].[Na+]. (6) The reactants are: [CH:1](=O)[C:2]1[CH:7]=[CH:6][CH:5]=[CH:4][CH:3]=1.[CH3:9][C:10]([CH3:12])=[O:11].[OH-].[Na+].O. Given the product [C:2]1([CH:1]=[CH:9][C:10](=[O:11])[CH:12]=[CH:1][C:2]2[CH:7]=[CH:6][CH:5]=[CH:4][CH:3]=2)[CH:7]=[CH:6][CH:5]=[CH:4][CH:3]=1, predict the reactants needed to synthesize it. (7) Given the product [CH3:12][N:1]1[C:9]2[C:4](=[CH:5][CH:6]=[CH:7][C:8]=2[CH2:10][C:24]([NH2:22])=[O:25])[CH:3]=[CH:2]1, predict the reactants needed to synthesize it. The reactants are: [NH:1]1[C:9]2[C:4](=[CH:5][CH:6]=[CH:7][C:8]=2[CH:10]=O)[CH:3]=[CH:2]1.[CH3:12]OS(OC)(=O)=O.[H-].[Na+].C[N:22]([CH:24]=[O:25])C. (8) The reactants are: [NH2:1][C:2]1[N:10]=[CH:9][CH:8]=[CH:7][C:3]=1[C:4]([OH:6])=[O:5].[Br:11]Br. Given the product [NH2:1][C:2]1[N:10]=[CH:9][C:8]([Br:11])=[CH:7][C:3]=1[C:4]([OH:6])=[O:5], predict the reactants needed to synthesize it. (9) Given the product [F:1][C:2]1[CH:3]=[C:4]([N:9]2[C:14](=[O:15])[C:13]([O:16][C:42]3[CH:43]=[CH:44][C:39]([F:38])=[CH:40][CH:41]=3)=[C:12]([C:27]3[CH:32]=[CH:31][C:30]([S:33]([CH3:36])(=[O:34])=[O:35])=[C:29]([F:37])[CH:28]=3)[CH:11]=[N:10]2)[CH:5]=[CH:6][C:7]=1[F:8], predict the reactants needed to synthesize it. The reactants are: [F:1][C:2]1[CH:3]=[C:4]([N:9]2[C:14](=[O:15])[C:13]([O:16]S(C3C=CC(C)=CC=3)(=O)=O)=[C:12]([C:27]3[CH:32]=[CH:31][C:30]([S:33]([CH3:36])(=[O:35])=[O:34])=[C:29]([F:37])[CH:28]=3)[CH:11]=[N:10]2)[CH:5]=[CH:6][C:7]=1[F:8].[F:38][C:39]1[CH:44]=[CH:43][C:42](O)=[CH:41][CH:40]=1.N. (10) The reactants are: [CH:1]([C:4]1[N:14]([C:15]2[CH:20]=[CH:19][C:18]([CH2:21][CH2:22][NH:23][C:24]([NH:26][S:27]([C:30]3[CH:35]=[CH:34][C:33]([CH3:36])=[CH:32][CH:31]=3)(=[O:29])=[O:28])=[O:25])=[CH:17][CH:16]=2)[C:7]2=[N:8][C:9]([CH3:13])=[CH:10][C:11]([CH3:12])=[C:6]2[N:5]=1)(C)[CH3:2].[C:37](Cl)(=O)[CH2:38]CCC. Given the product [CH2:1]([C:4]1[N:14]([C:15]2[CH:20]=[CH:19][C:18]([CH2:21][CH2:22][NH:23][C:24]([NH:26][S:27]([C:30]3[CH:31]=[CH:32][C:33]([CH3:36])=[CH:34][CH:35]=3)(=[O:29])=[O:28])=[O:25])=[CH:17][CH:16]=2)[C:7]2=[N:8][C:9]([CH3:13])=[CH:10][C:11]([CH3:12])=[C:6]2[N:5]=1)[CH2:2][CH2:37][CH3:38], predict the reactants needed to synthesize it.